Dataset: CYP2C19 inhibition data for predicting drug metabolism from PubChem BioAssay. Task: Regression/Classification. Given a drug SMILES string, predict its absorption, distribution, metabolism, or excretion properties. Task type varies by dataset: regression for continuous measurements (e.g., permeability, clearance, half-life) or binary classification for categorical outcomes (e.g., BBB penetration, CYP inhibition). Dataset: cyp2c19_veith. (1) The molecule is CN(C(=O)Cc1ccc(Cl)c(Cl)c1)[C@@H]1CCCC[C@H]1N1CCCC1.CS(=O)(=O)O. The result is 0 (non-inhibitor). (2) The drug is CC(=O)OC[C@@H]1O[C@@H](O/N=C2/C[C@@H](O)[C@@H](O)[C@@H]3[C@@H]4C(=O)N(C[C@@H]5CCCO5)C(=O)[C@H]4CC[C@@H]23)[C@H](OC(C)=O)[C@H](OC(C)=O)[C@@H]1OC(C)=O. The result is 0 (non-inhibitor).